The task is: Predict the reactants needed to synthesize the given product.. This data is from Full USPTO retrosynthesis dataset with 1.9M reactions from patents (1976-2016). (1) The reactants are: [I-].C[N+](C)(C)[CH2:4][C:5]1[C:13]2[C:8](=[CH:9][CH:10]=[CH:11][C:12]=2[CH3:14])[NH:7][CH:6]=1.[C-:17]#[N:18].[Na+]. Given the product [CH3:14][C:12]1[CH:11]=[CH:10][CH:9]=[C:8]2[C:13]=1[C:5]([CH2:4][C:17]#[N:18])=[CH:6][NH:7]2, predict the reactants needed to synthesize it. (2) Given the product [CH3:1][O:2][C:3]([C:5]1[S:9][C:8]2[CH:10]=[C:11]([CH:14]=[C:22]([Br:24])[Br:23])[CH:12]=[CH:13][C:7]=2[C:6]=1[O:16][CH2:17][C:18]([O:20][CH3:21])=[O:19])=[O:4], predict the reactants needed to synthesize it. The reactants are: [CH3:1][O:2][C:3]([C:5]1[S:9][C:8]2[CH:10]=[C:11]([CH:14]=O)[CH:12]=[CH:13][C:7]=2[C:6]=1[O:16][CH2:17][C:18]([O:20][CH3:21])=[O:19])=[O:4].[C:22](Br)(Br)([Br:24])[Br:23].C1(P(C2C=CC=CC=2)C2C=CC=CC=2)C=CC=CC=1. (3) Given the product [O:63]([C:70]1[CH:77]=[CH:76][CH:75]=[CH:74][C:71]=1[CH2:72][O:20][CH2:19][CH:17]1[CH2:16][CH2:15][C:14]2[N:10]([C:9]([C:3]3[CH:8]=[CH:7][CH:6]=[CH:5][CH:4]=3)([C:21]3[CH:22]=[CH:23][CH:24]=[CH:25][CH:26]=3)[C:27]3[CH:32]=[CH:31][CH:30]=[CH:29][CH:28]=3)[CH:11]=[N:12][C:13]=2[CH2:18]1)[C:64]1[CH:65]=[CH:66][CH:67]=[CH:68][CH:69]=1, predict the reactants needed to synthesize it. The reactants are: [H-].[Na+].[C:3]1([C:9]([C:27]2[CH:32]=[CH:31][CH:30]=[CH:29][CH:28]=2)([C:21]2[CH:26]=[CH:25][CH:24]=[CH:23][CH:22]=2)[N:10]2[C:14]3[CH2:15][CH2:16][CH:17]([CH2:19][OH:20])[CH2:18][C:13]=3[N:12]=[CH:11]2)[CH:8]=[CH:7][CH:6]=[CH:5][CH:4]=1.C1(C(C2C=CC=CC=2)(C2C=CC=CC=2)N2C3CC(CO)CCC=3N=C2)C=CC=CC=1.[O:63]([C:70]1[CH:77]=[CH:76][CH:75]=[CH:74][C:71]=1[CH2:72]Br)[C:64]1[CH:69]=[CH:68][CH:67]=[CH:66][CH:65]=1. (4) Given the product [Cl:7][C:5]1[S:4][C:3]([S:8]([NH:11][C@H:12]2[CH2:17][CH2:16][CH2:15][N:14]([C:18]([O:20][C:21]([CH3:24])([CH3:23])[CH3:22])=[O:19])[CH2:13]2)(=[O:10])=[O:9])=[C:2]([NH:1][C:30]([NH:29][C:27](=[O:28])[C:26]([Cl:33])([Cl:32])[Cl:25])=[O:31])[CH:6]=1, predict the reactants needed to synthesize it. The reactants are: [NH2:1][C:2]1[CH:6]=[C:5]([Cl:7])[S:4][C:3]=1[S:8]([NH:11][C@H:12]1[CH2:17][CH2:16][CH2:15][N:14]([C:18]([O:20][C:21]([CH3:24])([CH3:23])[CH3:22])=[O:19])[CH2:13]1)(=[O:10])=[O:9].[Cl:25][C:26]([Cl:33])([Cl:32])[C:27]([N:29]=[C:30]=[O:31])=[O:28]. (5) Given the product [CH2:35]([O:37][C:38](=[O:47])[CH2:39][CH2:3][CH2:4][CH2:5][CH2:6][C:7]1[O:8][CH:9]=[C:10]([C:12]2[CH:17]=[CH:16][CH:15]=[CH:14][C:13]=2[N+:18]([O-:20])=[O:19])[N:11]=1)[CH3:36], predict the reactants needed to synthesize it. The reactants are: CO[C:3](=O)[CH2:4][CH2:5][CH2:6][C:7]1[O:8][CH:9]=[C:10]([C:12]2[CH:17]=[CH:16][CH:15]=[CH:14][C:13]=2[N+:18]([O-:20])=[O:19])[N:11]=1.BrCC(C1C=CC=CC=1[N+]([O-])=O)=O.[CH2:35]([O:37][C:38](=[O:47])[CH2:39]CCCCC(=O)N)[CH3:36]. (6) The reactants are: [C:1]1([CH:8]=[CH:7][CH:6]=[C:4]([OH:5])[CH:3]=1)[OH:2].CC[Mg+].[Br-].[C:13](Cl)(=[O:17])[C:14](Cl)=[O:15].[CH2:19]([OH:21])[CH3:20]. Given the product [CH2:19]([O:21][C:13](=[O:17])[C:14]([C:6]1[CH:7]=[CH:8][C:1]([OH:2])=[CH:3][C:4]=1[OH:5])=[O:15])[CH3:20], predict the reactants needed to synthesize it. (7) Given the product [C:1]1([C:7]2[C:16]3[CH2:17][CH2:18][N:19]([C:20]([O:22][C:23]([CH3:26])([CH3:25])[CH3:24])=[O:21])[C:15]=3[C:14]3[CH:13]=[CH:12][CH:11]=[CH:10][C:9]=3[N:8]=2)[CH:6]=[CH:5][CH:4]=[CH:3][CH:2]=1, predict the reactants needed to synthesize it. The reactants are: [C:1]1([C@@H:7]2[C@H:16]3[CH2:17][CH2:18][N:19]([C:20]([O:22][C:23]([CH3:26])([CH3:25])[CH3:24])=[O:21])[C@H:15]3[C:14]3[CH:13]=[CH:12][CH:11]=[CH:10][C:9]=3[NH:8]2)[CH:6]=[CH:5][CH:4]=[CH:3][CH:2]=1.